Dataset: Full USPTO retrosynthesis dataset with 1.9M reactions from patents (1976-2016). Task: Predict the reactants needed to synthesize the given product. (1) Given the product [F:1][C:2]([C:5]1[O:9][N:8]=[C:7]([NH:10][C:12](=[O:13])[O:14][C:15]2[CH:20]=[CH:19][C:18]([Cl:21])=[CH:17][CH:16]=2)[CH:6]=1)([CH3:4])[CH3:3], predict the reactants needed to synthesize it. The reactants are: [F:1][C:2]([C:5]1[O:9][N:8]=[C:7]([NH2:10])[CH:6]=1)([CH3:4])[CH3:3].Cl[C:12]([O:14][C:15]1[CH:20]=[CH:19][C:18]([Cl:21])=[CH:17][CH:16]=1)=[O:13]. (2) Given the product [N:13]1([S:10]([C:7]2[CH:6]=[CH:5][C:4]([NH2:1])=[CH:9][CH:8]=2)(=[O:12])=[O:11])[CH2:14][CH2:15][O:16][CH2:17][CH2:18]1, predict the reactants needed to synthesize it. The reactants are: [N+:1]([C:4]1[CH:9]=[CH:8][C:7]([S:10]([N:13]2[CH2:18][CH2:17][O:16][CH2:15][CH2:14]2)(=[O:12])=[O:11])=[CH:6][CH:5]=1)([O-])=O.[Cl-].[NH4+]. (3) Given the product [OH:31][CH:2]1[CH2:3][CH:4]2[CH:9]([CH:8]3[CH2:10][CH:5]2[CH:6]([NH:11][C:12](=[O:18])[O:13][C:14]([CH3:15])([CH3:17])[CH3:16])[CH2:7]3)[CH2:1]1, predict the reactants needed to synthesize it. The reactants are: [CH2:1]1[CH:9]2[CH:4]([CH:5]3[CH2:10][CH:8]2[CH2:7][CH:6]3[NH:11][C:12](=[O:18])[O:13][C:14]([CH3:17])([CH3:16])[CH3:15])[CH:3]=[CH:2]1.C1C2C(C3CC2CC3NC(=O)[O:31]C(C)(C)C)CC=1. (4) Given the product [CH2:38]([O:42][C:20]1[CH2:19][N:18]([C:17]2[CH:16]=[C:15]([CH3:30])[N:14]=[C:13]3[N:9]([C:3]4[CH:4]=[CH:5][C:6]([Cl:8])=[CH:7][C:2]=4[Cl:1])[C:10]([CH3:32])=[C:11]([CH3:31])[C:12]=23)[C:23](=[C:45]=[O:46])[CH2:22][CH:21]=1)[CH3:39], predict the reactants needed to synthesize it. The reactants are: [Cl:1][C:2]1[CH:7]=[C:6]([Cl:8])[CH:5]=[CH:4][C:3]=1[N:9]1[C:13]2=[N:14][C:15]([CH3:30])=[CH:16][C:17]([N:18]3[CH2:23][CH2:22][CH:21](O)[CH:20](C(OCC)=O)[CH2:19]3)=[C:12]2[C:11]([CH3:31])=[C:10]1[CH3:32].C(N([CH2:38][CH3:39])CC)C.CS(Cl)(=O)=[O:42].[C:45](=O)([O-])[OH:46].[Na+].